Dataset: Peptide-MHC class II binding affinity with 134,281 pairs from IEDB. Task: Regression. Given a peptide amino acid sequence and an MHC pseudo amino acid sequence, predict their binding affinity value. This is MHC class II binding data. (1) The peptide sequence is TPDFIVPLTDLRIPS. The MHC is DRB1_0402 with pseudo-sequence DRB1_0402. The binding affinity (normalized) is 0.607. (2) The peptide sequence is STHMWFSRAVAQSIL. The MHC is DRB1_0405 with pseudo-sequence DRB1_0405. The binding affinity (normalized) is 0.784.